Predict the reaction yield, written as a fraction of the theoretical maximum amount of product (1.0 means a 100% yield; for example, 0.34 means a 34% yield). From a dataset of Reaction yield outcomes from USPTO patents with 853,638 reactions. (1) The reactants are [NH2:1][C:2]1[CH:3]=[CH:4][C:5]2[O:9][C:8]([CH:10]([NH:17][C:18]3[CH:23]=[CH:22][C:21]([C:24]([N:26]([CH3:34])[CH2:27][CH2:28][C:29]([O:31][CH2:32][CH3:33])=[O:30])=[O:25])=[CH:20][CH:19]=3)[CH:11]3[CH2:16][CH2:15][CH2:14][CH2:13][CH2:12]3)=[C:7]([CH3:35])[C:6]=2[CH:36]=1.C(N(CC)CC)C.[C:44](OC(=O)C)(=[O:46])[CH3:45].C(=O)([O-])O.[Na+]. The catalyst is O1CCCC1. The product is [C:44]([NH:1][C:2]1[CH:3]=[CH:4][C:5]2[O:9][C:8]([CH:10]([NH:17][C:18]3[CH:23]=[CH:22][C:21]([C:24]([N:26]([CH3:34])[CH2:27][CH2:28][C:29]([O:31][CH2:32][CH3:33])=[O:30])=[O:25])=[CH:20][CH:19]=3)[CH:11]3[CH2:12][CH2:13][CH2:14][CH2:15][CH2:16]3)=[C:7]([CH3:35])[C:6]=2[CH:36]=1)(=[O:46])[CH3:45]. The yield is 0.700. (2) The yield is 0.980. The reactants are [CH3:1][Si:2]([CH3:9])([CH3:8])N[Si:2]([CH3:9])([CH3:8])[CH3:1].[CH3:10][CH:11]1[C:15](=[O:16])[CH2:14][CH2:13][C:12]1=[O:17]. The catalyst is N1C=CN=C1. The product is [CH3:10][C:11]1[C:15](=[O:16])[CH2:14][CH2:13][C:12]=1[O:17][Si:2]([CH3:9])([CH3:8])[CH3:1].